Dataset: Full USPTO retrosynthesis dataset with 1.9M reactions from patents (1976-2016). Task: Predict the reactants needed to synthesize the given product. (1) Given the product [CH2:12]([O:1][CH2:5][CH:10]1[O:17][CH2:9]1)[CH:14]1[O:16][CH2:15]1, predict the reactants needed to synthesize it. The reactants are: [OH-:1].[Na+].CN(C)[CH:5]1[CH2:10][CH2:9]CCC1.[CH2:12]([CH:14]1[O:16][CH2:15]1)Cl.[OH2:17]. (2) The reactants are: Cl[C:2]1[C:10]([N+:11]([O-:13])=[O:12])=[CH:9][C:8]([N+:14]([O-:16])=[O:15])=[CH:7][C:3]=1[C:4](Cl)=O.[S-:17][C:18]#[N:19].[NH4+].C1OCCOCCOCCOCCOCCOC1.[NH:39]1[CH2:44][CH2:43][O:42][CH2:41][CH2:40]1.COC1C=CC(P2(SP(C3C=CC(OC)=CC=3)(=S)S2)=[S:54])=CC=1. Given the product [N:39]1([C:18]2[S:17][C:2]3[C:10]([N+:11]([O-:13])=[O:12])=[CH:9][C:8]([N+:14]([O-:16])=[O:15])=[CH:7][C:3]=3[C:4](=[S:54])[N:19]=2)[CH2:44][CH2:43][O:42][CH2:41][CH2:40]1, predict the reactants needed to synthesize it. (3) Given the product [F:17][C:12]1[C:11]2[CH:10]=[C:9]3[C:18]4[N:19]=[C:2]([C:30]5[C:31]([N:33]([CH3:38])[S:34]([CH3:37])(=[O:36])=[O:35])=[CH:32][C:27]6[O:26][C:25]([C:48]7[CH:49]=[N:50][C:51]([C:54]([F:55])([F:57])[F:56])=[CH:52][CH:53]=7)=[C:24]([C:22]([NH:21][CH3:20])=[O:23])[C:28]=6[CH:29]=5)[CH:3]=[CH:4][C:5]=4[N:6]=[CH:7][N:8]3[C:16]=2[CH:15]=[CH:14][CH:13]=1, predict the reactants needed to synthesize it. The reactants are: Cl[C:2]1[CH:3]=[CH:4][C:5]2[N:6]=[CH:7][N:8]3[C:16]4[CH:15]=[CH:14][CH:13]=[C:12]([F:17])[C:11]=4[CH:10]=[C:9]3[C:18]=2[N:19]=1.[CH3:20][NH:21][C:22]([C:24]1[C:28]2[CH:29]=[C:30](B3OC(C)(C)C(C)(C)O3)[C:31]([N:33]([CH3:38])[S:34]([CH3:37])(=[O:36])=[O:35])=[CH:32][C:27]=2[O:26][C:25]=1[C:48]1[CH:49]=[N:50][C:51]([C:54]([F:57])([F:56])[F:55])=[CH:52][CH:53]=1)=[O:23].C([O-])([O-])=O.[Na+].[Na+].CC(C1C=C(C(C)C)C(C2C=CC=CC=2P(C2CCCCC2)C2CCCCC2)=C(C(C)C)C=1)C.